This data is from Forward reaction prediction with 1.9M reactions from USPTO patents (1976-2016). The task is: Predict the product of the given reaction. (1) Given the reactants [OH:1][C:2]1[CH:7]=[CH:6][C:5]([CH2:8][C:9]([OH:11])=O)=[CH:4][CH:3]=1.CN1CCOCC1.C(OC(Cl)=O)C(C)C.[CH2:27]([NH:29][CH2:30][CH2:31][CH3:32])[CH3:28].Cl, predict the reaction product. The product is: [CH2:30]([N:29]([CH2:27][CH3:28])[C:9](=[O:11])[CH2:8][C:5]1[CH:4]=[CH:3][C:2]([OH:1])=[CH:7][CH:6]=1)[CH2:31][CH3:32]. (2) Given the reactants I[C:2]1[N:6]=[C:5]([C:7]2[CH:12]=[CH:11][CH:10]=[C:9]([O:13][C:14]([F:17])([F:16])[F:15])[CH:8]=2)[N:4]([CH3:18])[C:3]=1[C:19]([N:21]1[CH2:26][CH2:25][CH:24]([N:27]2[CH2:31][CH2:30][CH2:29][CH2:28]2)[CH2:23][CH2:22]1)=[O:20].[CH3:32][N:33](C=O)C, predict the reaction product. The product is: [CH3:18][N:4]1[C:3]([C:19]([N:21]2[CH2:26][CH2:25][CH:24]([N:27]3[CH2:31][CH2:30][CH2:29][CH2:28]3)[CH2:23][CH2:22]2)=[O:20])=[C:2]([C:32]#[N:33])[N:6]=[C:5]1[C:7]1[CH:12]=[CH:11][CH:10]=[C:9]([O:13][C:14]([F:17])([F:16])[F:15])[CH:8]=1. (3) Given the reactants Cl.[NH2:2][C:3]1[CH:30]=[CH:29][C:6]2[NH:7][C:8]([C:13]3[C:14](=[O:28])[C:15]([CH3:27])([CH2:24][CH2:25][CH3:26])[C:16]4[C:21]([C:22]=3[OH:23])=[CH:20][CH:19]=[CH:18][CH:17]=4)=[N:9][S:10](=[O:12])(=[O:11])[C:5]=2[CH:4]=1.[S:31](Cl)([CH3:34])(=[O:33])=[O:32].N1C=CC=CC=1, predict the reaction product. The product is: [OH:23][C:22]1[C:21]2[C:16](=[CH:17][CH:18]=[CH:19][CH:20]=2)[C:15]([CH3:27])([CH2:24][CH2:25][CH3:26])[C:14](=[O:28])[C:13]=1[C:8]1[NH:7][C:6]2[CH:29]=[CH:30][C:3]([NH:2][S:31]([CH3:34])(=[O:33])=[O:32])=[CH:4][C:5]=2[S:10](=[O:12])(=[O:11])[N:9]=1. (4) Given the reactants [Cl:1][C:2]1[CH:7]=[CH:6][C:5]([C:8]2([C:11]([N:13]3[CH2:17]C=C(C4C=CC=CC=4)C3)=[O:12])[CH2:10][CH2:9]2)=[CH:4][CH:3]=1.[CH3:24][C:25]([CH3:27])=O.[OH2:28].[C:29]([OH:33])([CH3:32])([CH3:31])[CH3:30].C[N+]1([O-])CCO[CH2:37][CH2:36]1, predict the reaction product. The product is: [Cl:1][C:2]1[CH:3]=[CH:4][C:5]([C:8]2([C:11]([N:13]3[CH2:17][CH:31]([OH:28])[C:29]([C:32]4[CH:37]=[CH:36][CH:27]=[CH:25][CH:24]=4)([OH:33])[CH2:30]3)=[O:12])[CH2:9][CH2:10]2)=[CH:6][CH:7]=1. (5) Given the reactants [Cl:1][C:2]1[CH:7]=[CH:6][C:5]([N:8]([C@H:12]2[C:21]3[C:16](=[CH:17][CH:18]=[CH:19][CH:20]=3)[N:15]([C:22](=[O:32])[C:23]3[CH:28]=[CH:27][C:26]([O:29]C)=[C:25]([F:31])[CH:24]=3)[C@@H:14]([CH3:33])[CH2:13]2)[C:9](=[O:11])[CH3:10])=[CH:4][CH:3]=1.B(Br)(Br)Br, predict the reaction product. The product is: [Cl:1][C:2]1[CH:3]=[CH:4][C:5]([N:8]([C@H:12]2[C:21]3[C:16](=[CH:17][CH:18]=[CH:19][CH:20]=3)[N:15]([C:22](=[O:32])[C:23]3[CH:28]=[CH:27][C:26]([OH:29])=[C:25]([F:31])[CH:24]=3)[C@@H:14]([CH3:33])[CH2:13]2)[C:9](=[O:11])[CH3:10])=[CH:6][CH:7]=1.